From a dataset of Peptide-MHC class I binding affinity with 185,985 pairs from IEDB/IMGT. Regression. Given a peptide amino acid sequence and an MHC pseudo amino acid sequence, predict their binding affinity value. This is MHC class I binding data. (1) The peptide sequence is ESALNISGY. The MHC is HLA-A26:01 with pseudo-sequence HLA-A26:01. The binding affinity (normalized) is 0.559. (2) The peptide sequence is KTFSAHNLF. The MHC is HLA-B40:01 with pseudo-sequence HLA-B40:01. The binding affinity (normalized) is 0.0847. (3) The peptide sequence is RISGVDRYY. The MHC is HLA-B38:01 with pseudo-sequence HLA-B38:01. The binding affinity (normalized) is 0.